The task is: Regression. Given two drug SMILES strings and cell line genomic features, predict the synergy score measuring deviation from expected non-interaction effect.. This data is from NCI-60 drug combinations with 297,098 pairs across 59 cell lines. (1) Drug 1: C1=NC2=C(N=C(N=C2N1C3C(C(C(O3)CO)O)F)Cl)N. Drug 2: CC1=C2C(C(=O)C3(C(CC4C(C3C(C(C2(C)C)(CC1OC(=O)C(C(C5=CC=CC=C5)NC(=O)C6=CC=CC=C6)O)O)OC(=O)C7=CC=CC=C7)(CO4)OC(=O)C)O)C)OC(=O)C. Cell line: HL-60(TB). Synergy scores: CSS=22.8, Synergy_ZIP=0.753, Synergy_Bliss=1.14, Synergy_Loewe=-10.8, Synergy_HSA=-2.49. (2) Drug 1: CCN(CC)CCCC(C)NC1=C2C=C(C=CC2=NC3=C1C=CC(=C3)Cl)OC. Drug 2: C1CCC(C(C1)N)N.C(=O)(C(=O)[O-])[O-].[Pt+4]. Cell line: PC-3. Synergy scores: CSS=30.1, Synergy_ZIP=2.92, Synergy_Bliss=7.03, Synergy_Loewe=5.17, Synergy_HSA=7.03. (3) Drug 1: C#CCC(CC1=CN=C2C(=N1)C(=NC(=N2)N)N)C3=CC=C(C=C3)C(=O)NC(CCC(=O)O)C(=O)O. Drug 2: C(CCl)NC(=O)N(CCCl)N=O. Cell line: MDA-MB-435. Synergy scores: CSS=2.83, Synergy_ZIP=1.13, Synergy_Bliss=2.17, Synergy_Loewe=-5.92, Synergy_HSA=-6.02. (4) Drug 1: C1CCC(CC1)NC(=O)N(CCCl)N=O. Drug 2: C1=CC(=CC=C1CC(C(=O)O)N)N(CCCl)CCCl.Cl. Cell line: TK-10. Synergy scores: CSS=21.5, Synergy_ZIP=2.05, Synergy_Bliss=9.92, Synergy_Loewe=6.38, Synergy_HSA=7.59. (5) Synergy scores: CSS=57.2, Synergy_ZIP=-1.91, Synergy_Bliss=-1.39, Synergy_Loewe=-17.1, Synergy_HSA=0.102. Drug 2: C(CN)CNCCSP(=O)(O)O. Cell line: HL-60(TB). Drug 1: CC1OCC2C(O1)C(C(C(O2)OC3C4COC(=O)C4C(C5=CC6=C(C=C35)OCO6)C7=CC(=C(C(=C7)OC)O)OC)O)O.